Dataset: Forward reaction prediction with 1.9M reactions from USPTO patents (1976-2016). Task: Predict the product of the given reaction. (1) The product is: [C@@H:4]12[N:7]([C:8]([O:10][C:11]([CH3:14])([CH3:13])[CH3:12])=[O:9])[C@@H:1]([CH2:6][CH2:5]1)[CH:2]([C:19]([O:21][CH3:22])=[O:20])[CH:3]2[C:15]([O:17][CH3:18])=[O:16]. Given the reactants [C@@H:1]12[N:7]([C:8]([O:10][C:11]([CH3:14])([CH3:13])[CH3:12])=[O:9])[C@@H:4]([CH:5]=[CH:6]1)[C:3]([C:15]([O:17][CH3:18])=[O:16])=[C:2]2[C:19]([O:21][CH3:22])=[O:20], predict the reaction product. (2) The product is: [C:1]([O-:5])(=[O:4])[CH:2]=[CH2:3].[Na+:7].[C:9]([NH:13][NH:14][C:15]1[CH:16]=[C:17]([OH:24])[C:18](=[CH:22][CH:23]=1)[C:19]([O-:21])=[O:20])(=[O:12])[CH:10]=[CH2:11].[Na+:7]. Given the reactants [C:1]([OH:5])(=[O:4])[CH:2]=[CH2:3].[OH-].[Na+:7].[Na+].[C:9]([NH:13][NH:14][C:15]1[CH:16]=[C:17]([OH:24])[C:18](=[CH:22][CH:23]=1)[C:19]([O-:21])=[O:20])(=[O:12])[CH:10]=[CH2:11], predict the reaction product.